This data is from Forward reaction prediction with 1.9M reactions from USPTO patents (1976-2016). The task is: Predict the product of the given reaction. Given the reactants [CH3:1][C:2]1[O:6][C:5]([C:7]2[CH:12]=[CH:11][CH:10]=[CH:9][CH:8]=2)=[N:4][C:3]=1[CH2:13][O:14][C:15]1[CH:36]=[CH:35][C:18]([CH2:19][O:20][C:21]2[CH:26]=[CH:25][C:24]([CH2:27][CH2:28][CH3:29])=[CH:23][C:22]=2[CH2:30][C:31]([O:33]C)=[O:32])=[CH:17][CH:16]=1.O1CCCC1.[OH-].[Na+].Cl, predict the reaction product. The product is: [CH3:1][C:2]1[O:6][C:5]([C:7]2[CH:8]=[CH:9][CH:10]=[CH:11][CH:12]=2)=[N:4][C:3]=1[CH2:13][O:14][C:15]1[CH:36]=[CH:35][C:18]([CH2:19][O:20][C:21]2[CH:26]=[CH:25][C:24]([CH2:27][CH2:28][CH3:29])=[CH:23][C:22]=2[CH2:30][C:31]([OH:33])=[O:32])=[CH:17][CH:16]=1.